Dataset: Full USPTO retrosynthesis dataset with 1.9M reactions from patents (1976-2016). Task: Predict the reactants needed to synthesize the given product. (1) The reactants are: [S:1]1[CH:5]=[CH:4][N:3]=[C:2]1[C:6]1[CH:7]=[C:8]([CH:11]=[CH:12][CH:13]=1)[CH:9]=O.C(OC)(OC)OC.[CH:21]([NH2:24])([CH3:23])[CH3:22].[BH4-].[Na+]. Given the product [S:1]1[CH:5]=[CH:4][N:3]=[C:2]1[C:6]1[CH:7]=[C:8]([CH:11]=[CH:12][CH:13]=1)[CH2:9][NH:24][CH:21]([CH3:23])[CH3:22], predict the reactants needed to synthesize it. (2) Given the product [OH:6][CH:1]([CH:10]1[CH2:11][CH2:12][CH2:13][C:9]1=[O:14])[CH2:2][CH2:3][CH2:4][CH3:5], predict the reactants needed to synthesize it. The reactants are: [CH:1](=[O:6])[CH2:2][CH2:3][CH2:4][CH3:5].[OH-].[K+].[C:9]1(=[O:14])[CH2:13][CH2:12][CH2:11][CH2:10]1.[OH-].[Na+].P(=O)(O)(O)O. (3) Given the product [CH3:26][O:25][C:22]1[CH:21]=[CH:20][C:19]([C:18]2[C:11]3[C:10]([O:7][CH:5]([CH3:6])[CH:4]([OH:8])[CH3:3])=[N:15][CH:14]=[N:13][C:12]=3[O:16][C:17]=2[C:27]2[CH:28]=[CH:29][CH:30]=[CH:31][CH:32]=2)=[CH:24][CH:23]=1, predict the reactants needed to synthesize it. The reactants are: [OH-].[Na+].[CH3:3][C@@H:4]([OH:8])[C@@H:5]([OH:7])[CH3:6].Cl[C:10]1[C:11]2[C:18]([C:19]3[CH:24]=[CH:23][C:22]([O:25][CH3:26])=[CH:21][CH:20]=3)=[C:17]([C:27]3[CH:32]=[CH:31][CH:30]=[CH:29][CH:28]=3)[O:16][C:12]=2[N:13]=[CH:14][N:15]=1.Cl. (4) Given the product [Si:15]([CH:22]1[C:23](=[CH:24][O:25][Si:26]([C:29]([CH3:32])([CH3:31])[CH3:30])([CH3:27])[CH3:28])[C:7]2[CH:8]=[CH:9][C:10]([O:11][CH3:12])=[C:5]([O:4][CH:1]([CH3:2])[CH3:3])[C:6]=2[O:14]1)([C:18]([CH3:21])([CH3:20])[CH3:19])([CH3:17])[CH3:16], predict the reactants needed to synthesize it. The reactants are: [CH:1]([O:4][C:5]1[C:10]([O:11][CH3:12])=[CH:9][C:8](I)=[CH:7][C:6]=1[OH:14])([CH3:3])[CH3:2].[Si:15]([C:22]#[C:23][CH2:24][O:25][Si:26]([C:29]([CH3:32])([CH3:31])[CH3:30])([CH3:28])[CH3:27])([C:18]([CH3:21])([CH3:20])[CH3:19])([CH3:17])[CH3:16].[Cl-].[Li+].C(=O)([O-])[O-].[Na+].[Na+].